From a dataset of CYP1A2 inhibition data for predicting drug metabolism from PubChem BioAssay. Regression/Classification. Given a drug SMILES string, predict its absorption, distribution, metabolism, or excretion properties. Task type varies by dataset: regression for continuous measurements (e.g., permeability, clearance, half-life) or binary classification for categorical outcomes (e.g., BBB penetration, CYP inhibition). Dataset: cyp1a2_veith. (1) The molecule is Cc1cc(C)c(C#N)c(Oc2ccccc2)n1. The result is 1 (inhibitor). (2) The compound is NC(=NCCC[C@H](N)C(=O)O)N[N+](=O)[O-]. The result is 0 (non-inhibitor). (3) The molecule is COc1cccc(-c2nccc(NCc3cccc(C)c3)n2)c1. The result is 1 (inhibitor). (4) The compound is Cn1ncc(C#N)c1/N=C/N1CCCCCC1. The result is 1 (inhibitor). (5) The drug is Cc1ccnc(NC(=O)c2cccc(NC(=O)COc3ccccc3)c2)c1. The result is 1 (inhibitor). (6) The drug is CCOC(=O)C1Cc2c([nH]c3ccccc23)CN1.Cl. The result is 1 (inhibitor). (7) The molecule is COc1ccc2c(c1)OC1=C(C(=O)CCC1)C2C1=C(O)CCCC1=O. The result is 1 (inhibitor). (8) The compound is O=c1cnc2cnc(N3CCNCC3)nc2n1CCc1ccccc1. The result is 1 (inhibitor). (9) The molecule is O.O.[NH-]C1(C(=O)O)CCCC1.[NH-]C1(C(=O)O)CCCC1.[Ni+2]. The result is 0 (non-inhibitor).